Dataset: Full USPTO retrosynthesis dataset with 1.9M reactions from patents (1976-2016). Task: Predict the reactants needed to synthesize the given product. (1) Given the product [N:40]1[CH:41]=[CH:42][CH:43]=[C:38]([C:7]2[C@@H:11]3[CH2:12][N:13]([C:15]4[C:24]([O:25][CH3:26])=[C:23]5[C:18]([C:19](=[O:33])[C:20]([C:30]([OH:32])=[O:31])=[CH:21][N:22]5[CH:27]5[CH2:29][CH2:28]5)=[CH:17][C:16]=4[F:34])[CH2:14][C@@H:10]3[O:9][N:8]=2)[CH:39]=1, predict the reactants needed to synthesize it. The reactants are: N1C=CC=CC=1[C:7]1[C@@H:11]2[CH2:12][N:13]([C:15]3[C:24]([O:25][CH3:26])=[C:23]4[C:18]([C:19](=[O:33])[C:20]([C:30]([OH:32])=[O:31])=[CH:21][N:22]4[CH:27]4[CH2:29][CH2:28]4)=[CH:17][C:16]=3[F:34])[CH2:14][C@@H:10]2[O:9][N:8]=1.ON=C(Cl)[C:38]1[CH:39]=[N:40][CH:41]=[CH:42][CH:43]=1. (2) Given the product [Cl:14][C:15]1[C:21]([Cl:22])=[CH:20][CH:19]=[CH:18][C:16]=1[NH:17][C:2](=[O:1])/[CH:3]=[N:25]/[OH:26], predict the reactants needed to synthesize it. The reactants are: [O:1]=[CH:2][C:3](Cl)(Cl)Cl.S([O-])([O-])(=O)=O.[Na+].[Na+].[Cl:14][C:15]1[C:21]([Cl:22])=[CH:20][CH:19]=[CH:18][C:16]=1[NH2:17].Cl.Cl.[NH2:25][OH:26]. (3) Given the product [F:19][C:2]([F:18])([F:1])[CH:3]([C:12]1[CH:17]=[CH:16][N+:15]([O-:28])=[CH:14][CH:13]=1)[O:4][Si:5]([CH2:8][CH3:9])([CH2:6][CH3:7])[CH2:10][CH3:11], predict the reactants needed to synthesize it. The reactants are: [F:1][C:2]([F:19])([F:18])[CH:3]([C:12]1[CH:17]=[CH:16][N:15]=[CH:14][CH:13]=1)[O:4][Si:5]([CH2:10][CH3:11])([CH2:8][CH3:9])[CH2:6][CH3:7].ClC1C=CC=C(C(OO)=[O:28])C=1.S([O-])([O-])=O.[Na+].[Na+]. (4) Given the product [CH3:11][O:12][CH2:13][CH2:14][C:15]1[S:16][C:17]([S:1]([Cl:5])(=[O:3])=[O:2])=[CH:18][C:19]=1[CH3:20], predict the reactants needed to synthesize it. The reactants are: [S:1]([Cl:5])(Cl)(=[O:3])=[O:2].CN(C=O)C.[CH3:11][O:12][CH2:13][CH2:14][C:15]1[S:16][CH:17]=[CH:18][C:19]=1[CH3:20]. (5) Given the product [CH3:13][O:12][C:8]1[CH:7]=[C:6]2[C:11](=[CH:10][CH:9]=1)[C:2]([C:26]1[CH:27]=[CH:28][C:23]([C:20](=[O:22])[CH3:21])=[CH:24][CH:25]=1)=[N:3][C:4]([NH:14][C:15]1[CH:19]=[CH:18][NH:17][N:16]=1)=[CH:5]2, predict the reactants needed to synthesize it. The reactants are: Cl[C:2]1[C:11]2[C:6](=[CH:7][C:8]([O:12][CH3:13])=[CH:9][CH:10]=2)[CH:5]=[C:4]([NH:14][C:15]2[CH:19]=[CH:18][NH:17][N:16]=2)[N:3]=1.[C:20]([C:23]1[CH:28]=[CH:27][C:26](B(O)O)=[CH:25][CH:24]=1)(=[O:22])[CH3:21]. (6) Given the product [CH:1]([C:3]1[CH:8]=[C:7]([O:9][CH3:10])[N:6]=[CH:5][C:4]=1[O:11][CH2:12][C:13]1[C:14]([C:19]2[N:23]([CH2:24][C:25]([OH:27])=[O:26])[N:22]=[CH:21][CH:20]=2)=[N:15][CH:16]=[CH:17][CH:18]=1)=[O:2], predict the reactants needed to synthesize it. The reactants are: [CH:1]([C:3]1[CH:8]=[C:7]([O:9][CH3:10])[N:6]=[CH:5][C:4]=1[O:11][CH2:12][C:13]1[C:14]([C:19]2[N:23]([CH2:24][C:25]([O:27]CC)=[O:26])[N:22]=[CH:21][CH:20]=2)=[N:15][CH:16]=[CH:17][CH:18]=1)=[O:2].[OH-].[Na+]. (7) Given the product [C:1]([O:5][C:6](=[O:31])[CH2:7][O:8][C:9]1[CH:14]=[CH:13][C:12]([Cl:15])=[CH:11][C:10]=1[C:16]#[C:17][C:18]1[CH:19]=[CH:20][C:21]([C:40]2[CH:45]=[CH:44][CH:43]=[CH:42][CH:41]=2)=[C:22]([S:24]([CH3:27])(=[O:26])=[O:25])[CH:23]=1)([CH3:2])([CH3:3])[CH3:4], predict the reactants needed to synthesize it. The reactants are: [C:1]([O:5][C:6](=[O:31])[CH2:7][O:8][C:9]1[CH:14]=[CH:13][C:12]([Cl:15])=[CH:11][C:10]=1[C:16]#[C:17][C:18]1[CH:23]=[C:22]([S:24]([CH2:27]CC)(=[O:26])=[O:25])[CH:21]=[CH:20][C:19]=1F)([CH3:4])([CH3:3])[CH3:2].C(OC(=O)CO[C:40]1[CH:45]=[CH:44][C:43](Cl)=[CH:42][C:41]=1C#C)(C)(C)C.BrC1C=CC(C2C=CC=CC=2)=C(S(C)(=O)=O)C=1. (8) Given the product [C:1]([O:5][C@@H:6]([C:11]1[C:40]([CH3:41])=[CH:39][C:38]2=[N:42][C:35]3=[CH:36][N:37]2[C:12]=1[N:13]1[CH2:14][CH2:15][C:16]([CH3:48])([O:17][CH2:18][CH:19]=[CH:20][CH2:21][C@H:22]([CH3:45])[O:23][C:24]2[CH:25]=[C:26]([F:44])[CH:27]=[CH:28][C:29]=2[C:30]2[CH:43]=[C:34]3[CH:33]=[CH:32][CH:31]=2)[CH2:46][CH2:47]1)[C:7]([OH:9])=[O:8])([CH3:4])([CH3:2])[CH3:3], predict the reactants needed to synthesize it. The reactants are: [C:1]([O:5][C@@H:6]([C:11]1[C:40]([CH3:41])=[CH:39][C:38]2=[N:42][C:35]3=[CH:36][N:37]2[C:12]=1[N:13]1[CH2:47][CH2:46][C:16]([CH3:48])([O:17][CH2:18][CH2:19][CH2:20][CH2:21][C@H:22]([CH3:45])[O:23][C:24]2[CH:25]=[C:26]([F:44])[CH:27]=[CH:28][C:29]=2[C:30]2[CH:43]=[C:34]3[CH:33]=[CH:32][CH:31]=2)[CH2:15][CH2:14]1)[C:7]([O:9]C)=[O:8])([CH3:4])([CH3:3])[CH3:2].CO.O[Li].O. (9) Given the product [OH:23][CH2:22][CH2:21][N:20]1[CH:19]=[N:18][C:14]2[C:13]1=[N:12][CH:11]=[N:16][C:15]=2[NH2:17], predict the reactants needed to synthesize it. The reactants are: N1C(N)=C2C(N=CN2)=NC=1.[CH:11]1[N:16]=[C:15]([NH2:17])[C:14]2[N:18]=[CH:19][N:20]([CH2:21][CH2:22][O:23]CP(O)(O)=O)[C:13]=2[N:12]=1.CC(C)[O-].[Mg+2].CC(C)[O-].C1(=O)OCCO1.